This data is from Forward reaction prediction with 1.9M reactions from USPTO patents (1976-2016). The task is: Predict the product of the given reaction. (1) Given the reactants [CH:1]1([CH2:4][O:5][C:6]2[N:11]=[C:10]([C:12]([OH:14])=O)[CH:9]=[CH:8][C:7]=2[N:15]2[CH2:18][C:17]([F:20])([F:19])[CH2:16]2)[CH2:3][CH2:2]1.[CH:21]1([CH2:24][N:25]2[CH2:30][CH2:29][NH:28][CH2:27][CH2:26]2)[CH2:23][CH2:22]1.CN(C(ON1N=NC2C=CC=CC1=2)=[N+](C)C)C.[B-](F)(F)(F)F.CCN(C(C)C)C(C)C, predict the reaction product. The product is: [CH:1]1([CH2:4][O:5][C:6]2[N:11]=[C:10]([C:12]([N:28]3[CH2:29][CH2:30][N:25]([CH2:24][CH:21]4[CH2:23][CH2:22]4)[CH2:26][CH2:27]3)=[O:14])[CH:9]=[CH:8][C:7]=2[N:15]2[CH2:18][C:17]([F:20])([F:19])[CH2:16]2)[CH2:2][CH2:3]1. (2) Given the reactants Cl[C:2]1[CH:3]=[CH:4][C:5]2[N:6]([C:8]([CH:11]([F:13])[F:12])=[N:9][N:10]=2)[N:7]=1.[F:14][C:15]1[CH:20]=[CH:19][C:18]([C@H:21]([N:23]2[CH2:28][CH2:27][NH:26][CH2:25][CH2:24]2)[CH3:22])=[CH:17][CH:16]=1.CCN(C(C)C)C(C)C, predict the reaction product. The product is: [F:12][CH:11]([F:13])[C:8]1[N:6]2[N:7]=[C:2]([N:26]3[CH2:25][CH2:24][N:23]([C@@H:21]([C:18]4[CH:19]=[CH:20][C:15]([F:14])=[CH:16][CH:17]=4)[CH3:22])[CH2:28][CH2:27]3)[CH:3]=[CH:4][C:5]2=[N:10][N:9]=1. (3) Given the reactants C(OC(=O)[NH:7][CH:8]1[CH2:13][CH2:12][N:11]([CH2:14][C:15]([F:18])([CH3:17])[CH3:16])[CH2:10][CH2:9]1)(C)(C)C.Cl.CO, predict the reaction product. The product is: [F:18][C:15]([CH3:17])([CH3:16])[CH2:14][N:11]1[CH2:12][CH2:13][CH:8]([NH2:7])[CH2:9][CH2:10]1. (4) Given the reactants C([NH:8][CH:9]1[C:17]2[C:12](=[CH:13][CH:14]=[CH:15][CH:16]=2)[CH2:11][CH2:10]1)(OC(C)(C)C)=O.[ClH:18], predict the reaction product. The product is: [ClH:18].[NH2:8][CH:9]1[C:17]2[C:12](=[CH:13][CH:14]=[CH:15][CH:16]=2)[CH2:11][CH2:10]1. (5) Given the reactants [Cl:1][C:2]1[N:10]=[CH:9][CH:8]=[CH:7][C:3]=1[C:4](O)=[O:5].Cl.CN.[CH3:14][N:15](C)CCCN=C=NCC.ON1C2C=CC=CC=2N=N1.[OH-].[Na+], predict the reaction product. The product is: [CH3:14][NH:15][C:4](=[O:5])[C:3]1[CH:7]=[CH:8][CH:9]=[N:10][C:2]=1[Cl:1]. (6) Given the reactants O.O.Cl[Sn]Cl.[NH2:6][C:7]1[CH:21]=[CH:20][CH:19]=[CH:18][C:8]=1[CH2:9][NH:10][C:11]1[CH:16]=[CH:15][C:14]([OH:17])=[CH:13][CH:12]=1, predict the reaction product. The product is: [NH2:6][C:7]1[CH:21]=[CH:20][CH:19]=[CH:18][C:8]=1[CH:9]=[N:10][C:11]1[CH:16]=[CH:15][C:14]([OH:17])=[CH:13][CH:12]=1. (7) Given the reactants [NH2:1][C:2]1[N:7]=[CH:6][N:5]=[C:4]2[N:8]([CH:14]([C:16]3[C:17]([O:36][CH3:37])=[C:18]([CH:25]4[CH2:28][N:27](C(OC(C)(C)C)=O)[CH2:26]4)[C:19]([CH3:24])=[C:20]([C:22]#[N:23])[CH:21]=3)[CH3:15])[N:9]=[C:10]([CH:11]([F:13])[F:12])[C:3]=12.[ClH:38].O1CCOCC1, predict the reaction product. The product is: [ClH:38].[ClH:38].[NH2:1][C:2]1[N:7]=[CH:6][N:5]=[C:4]2[N:8]([CH:14]([C:16]3[C:17]([O:36][CH3:37])=[C:18]([CH:25]4[CH2:28][NH:27][CH2:26]4)[C:19]([CH3:24])=[C:20]([CH:21]=3)[C:22]#[N:23])[CH3:15])[N:9]=[C:10]([CH:11]([F:12])[F:13])[C:3]=12. (8) The product is: [CH2:1]([O:8][C:9](/[N:11]=[C:12](/[C:13]([F:14])([F:16])[F:15])\[C:17]([O:19][CH2:20][CH3:21])=[O:18])=[O:10])[C:2]1[CH:3]=[CH:4][CH:5]=[CH:6][CH:7]=1. Given the reactants [CH2:1]([O:8][C:9]([NH:11][C@:12](O)([C:17]([O:19][CH2:20][CH3:21])=[O:18])[C:13]([F:16])([F:15])[F:14])=[O:10])[C:2]1[CH:7]=[CH:6][CH:5]=[CH:4][CH:3]=1.FC(F)(F)C(OC(=O)C(F)(F)F)=O.N1C=CC=CC=1, predict the reaction product. (9) Given the reactants [CH3:1]C(C)([O-])C.[K+].O=[C:8]([C:23]1[CH:28]=[CH:27][CH:26]=[CH:25][CH:24]=1)[CH2:9][CH2:10][CH2:11][C:12]1[CH:17]=[CH:16][C:15]([CH2:18][C:19]([O:21][CH3:22])=[O:20])=[CH:14][CH:13]=1, predict the reaction product. The product is: [C:23]1([C:8](=[CH2:1])[CH2:9][CH2:10][CH2:11][C:12]2[CH:17]=[CH:16][C:15]([CH2:18][C:19]([O:21][CH3:22])=[O:20])=[CH:14][CH:13]=2)[CH:28]=[CH:27][CH:26]=[CH:25][CH:24]=1.